Predict the product of the given reaction. From a dataset of Forward reaction prediction with 1.9M reactions from USPTO patents (1976-2016). (1) Given the reactants [C:1]([Si:3]([CH3:6])([CH3:5])[CH3:4])#[CH:2].I[C:8]1[CH:21]=[CH:20][C:11]([O:12][CH2:13][CH2:14][N:15]2[CH2:19][CH2:18][CH2:17][CH2:16]2)=[CH:10][CH:9]=1, predict the reaction product. The product is: [CH3:4][Si:3]([C:1]#[C:2][C:8]1[CH:21]=[CH:20][C:11]([O:12][CH2:13][CH2:14][N:15]2[CH2:19][CH2:18][CH2:17][CH2:16]2)=[CH:10][CH:9]=1)([CH3:6])[CH3:5]. (2) Given the reactants C([O:8][C:9](=[O:61])[CH2:10][O:11][C:12]1[C:17]2[C@@:18]3([OH:55])[C@@:31]([O:35][CH3:36])([C@H:32]([OH:34])[CH2:33][C:16]=2[CH:15]=[C:14]([CH3:56])[C:13]=1[C:57]([O:59][CH3:60])=[O:58])[C:30](=[O:37])[C:29]1[C:20](=[CH:21][C:22]2[C:23](=[O:53])[C:24]([NH:40][C@@H:41]4[C@H:46]([O:47][CH3:48])[C@H:45]([OH:49])[C@@H:44]([O:50][CH3:51])[C@H:43]([CH3:52])[O:42]4)=[CH:25][C:26](=[O:39])[C:27]=2[C:28]=1[OH:38])[C:19]3=[O:54])C1C=CC=CC=1, predict the reaction product. The product is: [OH:34][C@H:32]1[C@:31]2([O:35][CH3:36])[C@@:18]([OH:55])([C:19](=[O:54])[C:20]3[C:29]([C:30]2=[O:37])=[C:28]([OH:38])[C:27]2[C:26](=[O:39])[CH:25]=[C:24]([NH:40][CH:41]4[C@H:46]([O:47][CH3:48])[C@H:45]([OH:49])[C@@H:44]([O:50][CH3:51])[C@H:43]([CH3:52])[O:42]4)[C:23](=[O:53])[C:22]=2[CH:21]=3)[C:17]2[C:12]([O:11][CH2:10][C:9]([OH:61])=[O:8])=[C:13]([C:57]([O:59][CH3:60])=[O:58])[C:14]([CH3:56])=[CH:15][C:16]=2[CH2:33]1. (3) Given the reactants [CH3:1][C:2]1([CH3:14])[C:6]([CH3:8])([CH3:7])[O:5][B:4]([C:9]2[CH:10]=[N:11][NH:12][CH:13]=2)[O:3]1.[Cl:15][C:16]1[CH:17]=[C:18]([CH:21]=[CH:22][CH:23]=1)[CH2:19]O.C1(P(C2C=CC=CC=2)C2C=CC=CC=2)C=CC=CC=1.N(C(OC(C)(C)C)=O)=NC(OC(C)(C)C)=O, predict the reaction product. The product is: [Cl:15][C:16]1[CH:17]=[C:18]([CH2:19][N:12]2[CH:13]=[C:9]([B:4]3[O:5][C:6]([CH3:7])([CH3:8])[C:2]([CH3:14])([CH3:1])[O:3]3)[CH:10]=[N:11]2)[CH:21]=[CH:22][CH:23]=1. (4) The product is: [O:1]1[C:5]2[CH:6]=[CH:7][C:8]([C:10]3([C:13]([NH:15][C:16]4[CH:21]=[CH:20][C:19]([CH3:22])=[C:18]([C:33]5[CH:34]=[CH:35][C:36]([S:42](=[O:46])(=[O:47])[N:43]([CH3:45])[CH3:44])=[C:37]([C:38]([OH:40])=[O:39])[CH:41]=5)[CH:17]=4)=[O:14])[CH2:11][CH2:12]3)=[CH:9][C:4]=2[O:3][CH2:2]1. Given the reactants [O:1]1[C:5]2[CH:6]=[CH:7][C:8]([C:10]3([C:13]([NH:15][C:16]4[CH:21]=[CH:20][C:19]([CH3:22])=[C:18](B5OC(C)(C)C(C)(C)O5)[CH:17]=4)=[O:14])[CH2:12][CH2:11]3)=[CH:9][C:4]=2[O:3][CH2:2]1.Br[C:33]1[CH:34]=[CH:35][C:36]([S:42](=[O:47])(=[O:46])[N:43]([CH3:45])[CH3:44])=[C:37]([CH:41]=1)[C:38]([OH:40])=[O:39].C([O-])([O-])=O.[K+].[K+], predict the reaction product. (5) Given the reactants [NH2:1][C@@H:2]([CH3:18])[CH2:3][N:4]1[CH:8]=[CH:7][C:6]([C:9]2[CH:16]=[CH:15][C:12]([C:13]#[N:14])=[C:11]([Cl:17])[CH:10]=2)=[N:5]1.[F:19][C:20]1[N:24]2[CH:25]=[CH:26][CH:27]=[CH:28][C:23]2=[N:22][C:21]=1[C:29](O)=[O:30], predict the reaction product. The product is: [Cl:17][C:11]1[CH:10]=[C:9]([C:6]2[CH:7]=[CH:8][N:4]([CH2:3][C@@H:2]([NH:1][C:29]([C:21]3[N:22]=[C:23]4[CH:28]=[CH:27][CH:26]=[CH:25][N:24]4[C:20]=3[F:19])=[O:30])[CH3:18])[N:5]=2)[CH:16]=[CH:15][C:12]=1[C:13]#[N:14]. (6) The product is: [CH3:19][O:20][C:21]1[CH:28]=[CH:27][C:24]([CH2:25][N:6]2[C:7]([C:9]([O:11][CH3:12])=[O:10])=[CH:8][C:4]([N+:1]([O-:3])=[O:2])=[N:5]2)=[CH:23][CH:22]=1. Given the reactants [N+:1]([C:4]1[CH:8]=[C:7]([C:9]([O:11][CH3:12])=[O:10])[NH:6][N:5]=1)([O-:3])=[O:2].C(=O)([O-])[O-].[K+].[K+].[CH3:19][O:20][C:21]1[CH:28]=[CH:27][C:24]([CH2:25]Br)=[CH:23][CH:22]=1, predict the reaction product. (7) Given the reactants [OH:1][N:2]1[C:6](=[O:7])[C:5]2=[CH:8][CH:9]=[CH:10][CH:11]=[C:4]2[C:3]1=[O:12].[CH2:13]([O:18][C:19]1[CH:26]=[CH:25][C:22]([CH2:23]O)=[CH:21][CH:20]=1)[CH2:14][CH2:15][CH2:16][CH3:17].C1(P(C2C=CC=CC=2)C2C=CC=CC=2)C=CC=CC=1.N(C(OCC)=O)=NC(OCC)=O, predict the reaction product. The product is: [CH2:13]([O:18][C:19]1[CH:26]=[CH:25][C:22]([CH2:23][O:1][N:2]2[C:3](=[O:12])[C:4]3[C:5](=[CH:8][CH:9]=[CH:10][CH:11]=3)[C:6]2=[O:7])=[CH:21][CH:20]=1)[CH2:14][CH2:15][CH2:16][CH3:17].